From a dataset of NCI-60 drug combinations with 297,098 pairs across 59 cell lines. Regression. Given two drug SMILES strings and cell line genomic features, predict the synergy score measuring deviation from expected non-interaction effect. (1) Drug 1: CCCCC(=O)OCC(=O)C1(CC(C2=C(C1)C(=C3C(=C2O)C(=O)C4=C(C3=O)C=CC=C4OC)O)OC5CC(C(C(O5)C)O)NC(=O)C(F)(F)F)O. Drug 2: CC1CCC2CC(C(=CC=CC=CC(CC(C(=O)C(C(C(=CC(C(=O)CC(OC(=O)C3CCCCN3C(=O)C(=O)C1(O2)O)C(C)CC4CCC(C(C4)OC)O)C)C)O)OC)C)C)C)OC. Cell line: UACC62. Synergy scores: CSS=45.4, Synergy_ZIP=4.71, Synergy_Bliss=3.38, Synergy_Loewe=1.65, Synergy_HSA=4.39. (2) Drug 1: C1=CC(=CC=C1CCCC(=O)O)N(CCCl)CCCl. Drug 2: COC1=NC(=NC2=C1N=CN2C3C(C(C(O3)CO)O)O)N. Cell line: A498. Synergy scores: CSS=4.97, Synergy_ZIP=0.631, Synergy_Bliss=9.47, Synergy_Loewe=-4.34, Synergy_HSA=1.98. (3) Drug 1: CC1=C2C(C(=O)C3(C(CC4C(C3C(C(C2(C)C)(CC1OC(=O)C(C(C5=CC=CC=C5)NC(=O)OC(C)(C)C)O)O)OC(=O)C6=CC=CC=C6)(CO4)OC(=O)C)OC)C)OC. Drug 2: C1=NC2=C(N=C(N=C2N1C3C(C(C(O3)CO)O)F)Cl)N. Cell line: CAKI-1. Synergy scores: CSS=51.8, Synergy_ZIP=-5.92, Synergy_Bliss=-5.32, Synergy_Loewe=-0.325, Synergy_HSA=2.73. (4) Drug 1: CCC(=C(C1=CC=CC=C1)C2=CC=C(C=C2)OCCN(C)C)C3=CC=CC=C3.C(C(=O)O)C(CC(=O)O)(C(=O)O)O. Drug 2: CS(=O)(=O)CCNCC1=CC=C(O1)C2=CC3=C(C=C2)N=CN=C3NC4=CC(=C(C=C4)OCC5=CC(=CC=C5)F)Cl. Cell line: LOX IMVI. Synergy scores: CSS=-0.394, Synergy_ZIP=-1.14, Synergy_Bliss=-2.64, Synergy_Loewe=-5.46, Synergy_HSA=-6.67. (5) Drug 1: C1=CC(=CC=C1CC(C(=O)O)N)N(CCCl)CCCl.Cl. Drug 2: C(=O)(N)NO. Cell line: 786-0. Synergy scores: CSS=22.5, Synergy_ZIP=-6.10, Synergy_Bliss=-3.65, Synergy_Loewe=-18.2, Synergy_HSA=-5.62. (6) Drug 1: CCCS(=O)(=O)NC1=C(C(=C(C=C1)F)C(=O)C2=CNC3=C2C=C(C=N3)C4=CC=C(C=C4)Cl)F. Drug 2: CC(C)(C#N)C1=CC(=CC(=C1)CN2C=NC=N2)C(C)(C)C#N. Cell line: SK-MEL-28. Synergy scores: CSS=22.4, Synergy_ZIP=-3.00, Synergy_Bliss=-4.52, Synergy_Loewe=-10.2, Synergy_HSA=-5.36. (7) Cell line: HT29. Drug 1: C1CN1C2=NC(=NC(=N2)N3CC3)N4CC4. Drug 2: C(=O)(N)NO. Synergy scores: CSS=38.0, Synergy_ZIP=8.01, Synergy_Bliss=6.71, Synergy_Loewe=-22.2, Synergy_HSA=4.03. (8) Synergy scores: CSS=64.2, Synergy_ZIP=2.21, Synergy_Bliss=1.25, Synergy_Loewe=-9.74, Synergy_HSA=2.74. Cell line: OVCAR3. Drug 1: CN(C)N=NC1=C(NC=N1)C(=O)N. Drug 2: C1=C(C(=O)NC(=O)N1)F.